Dataset: Forward reaction prediction with 1.9M reactions from USPTO patents (1976-2016). Task: Predict the product of the given reaction. The product is: [NH2:34][C@H:8]([C@@H:9]([OH:33])[CH2:10][C@@H:11]([NH2:25])[CH2:12][C:13]1[CH:14]=[CH:15][C:16]([C:19]2[CH:24]=[CH:23][CH:22]=[CH:21][N:20]=2)=[CH:17][CH:18]=1)[CH2:1][C:2]1[CH:7]=[CH:6][CH:5]=[CH:4][CH:3]=1. Given the reactants [CH2:1]([C@H:8]([NH:34]C(=O)OC(C)(C)C)[C@@H:9]([OH:33])[CH2:10][C@@H:11]([NH:25]C(OC(C)(C)C)=O)[CH2:12][C:13]1[CH:18]=[CH:17][C:16]([C:19]2[CH:24]=[CH:23][CH:22]=[CH:21][N:20]=2)=[CH:15][CH:14]=1)[C:2]1[CH:7]=[CH:6][CH:5]=[CH:4][CH:3]=1.FC(F)(F)C(O)=O, predict the reaction product.